This data is from Full USPTO retrosynthesis dataset with 1.9M reactions from patents (1976-2016). The task is: Predict the reactants needed to synthesize the given product. (1) The reactants are: [CH3:1][C:2]([CH:17]1[CH2:22][CH2:21][N:20](C(OC(C)(C)C)=O)[CH2:19][CH2:18]1)([S:4]([C:7]1[CH:12]=[CH:11][CH:10]=[C:9]([C:13]([F:16])([F:15])[F:14])[N:8]=1)(=[O:6])=[O:5])[CH3:3].FC(F)(F)C(O)=O.ClCCl. Given the product [CH3:3][C:2]([S:4]([C:7]1[CH:12]=[CH:11][CH:10]=[C:9]([C:13]([F:15])([F:16])[F:14])[N:8]=1)(=[O:6])=[O:5])([CH:17]1[CH2:18][CH2:19][NH:20][CH2:21][CH2:22]1)[CH3:1], predict the reactants needed to synthesize it. (2) Given the product [Cl:23][C:24]1[C:25]([NH:35][C:36]([C:38]2[C:46]3[C:41](=[CH:42][CH:43]=[CH:44][CH:45]=3)[N:40]([CH3:47])[CH:39]=2)=[O:37])=[CH:26][C:27]([F:34])=[C:28]([CH2:30][C:31]([N:9]2[CH2:8][CH2:7][CH2:6][C@H:11]2[CH2:57][O:58][C@H:13]2[CH2:14][CH2:15][C@H:16]([C:48]([O:51][CH3:52])=[O:50])[CH2:17][CH2:18]2)=[O:33])[CH:29]=1, predict the reactants needed to synthesize it. The reactants are: CCN=C=N[CH2:6][CH2:7][CH2:8][N:9]([CH3:11])C.Cl.[CH:13]1[CH:14]=[CH:15][C:16]2N(O)N=N[C:17]=2[CH:18]=1.[Cl:23][C:24]1[C:25]([NH:35][C:36]([C:38]2[C:46]3[C:41](=[CH:42][CH:43]=[CH:44][CH:45]=3)[N:40]([CH3:47])[CH:39]=2)=[O:37])=[CH:26][C:27]([F:34])=[C:28]([CH2:30][C:31]([OH:33])=O)[CH:29]=1.[C:48]([O:51][CH2:52]C)(=[O:50])C.CN([CH:57]=[O:58])C.